The task is: Binary Classification. Given a miRNA mature sequence and a target amino acid sequence, predict their likelihood of interaction.. This data is from Experimentally validated miRNA-target interactions with 360,000+ pairs, plus equal number of negative samples. The miRNA is hsa-miR-1-3p with sequence UGGAAUGUAAAGAAGUAUGUAU. The protein sequence of the target gene is MSELEQLRQEAEQLRNQIRDARKACGDSTLTQITAGLDPVGRIQMRTRRTLRGHLAKIYAMHWGTDSRLLVSASQDGKLIIWDSYTTNKVHAIPLRSSWVMTCAYAPSGNFVACGGLDNICSIYSLKTREGNVRVSRELPGHTGYLSCCRFLDDNQIITSSGDTTCALWDIETGQQTVGFAGHSGDVMSLSLAPDGRTFVSGACDASIKLWDVRDSMCRQTFIGHESDINAVAFFPNGYAFTTGSDDATCRLFDLRADQELLMYSHDNIICGITSVAFSRSGRLLLAGYDDFNCNIWDAM.... Result: 1 (interaction).